Dataset: Reaction yield outcomes from USPTO patents with 853,638 reactions. Task: Predict the reaction yield, written as a fraction of the theoretical maximum amount of product (1.0 means a 100% yield; for example, 0.34 means a 34% yield). (1) The yield is 0.810. The reactants are [F:1][CH:2]([F:39])[C:3]1[N:7]([C:8]2[N:13]=[C:12]([N:14]3[CH2:19][CH2:18][O:17][CH2:16][CH2:15]3)[N:11]=[C:10]([C:20]3[CH2:21][CH2:22][CH2:23][N:24]([C:26]([O:28][C:29]([CH3:32])([CH3:31])[CH3:30])=[O:27])[CH:25]=3)[N:9]=2)[C:6]2[CH:33]=[CH:34][CH:35]=[C:36]([O:37][CH3:38])[C:5]=2[N:4]=1. The product is [F:39][CH:2]([F:1])[C:3]1[N:7]([C:8]2[N:13]=[C:12]([N:14]3[CH2:19][CH2:18][O:17][CH2:16][CH2:15]3)[N:11]=[C:10]([CH:20]3[CH2:21][CH2:22][CH2:23][N:24]([C:26]([O:28][C:29]([CH3:31])([CH3:32])[CH3:30])=[O:27])[CH2:25]3)[N:9]=2)[C:6]2[CH:33]=[CH:34][CH:35]=[C:36]([O:37][CH3:38])[C:5]=2[N:4]=1. The catalyst is CO.C1COCC1.[Pd]. (2) The reactants are C([N:8]1[CH2:12][CH2:11][C:10]([C:15]2[CH:20]=[CH:19][C:18]([F:21])=[C:17]([F:22])[CH:16]=2)([O:13][CH3:14])[CH2:9]1)C1C=CC=CC=1.ClCCCl.ClC(OC(Cl)C)=O. The catalyst is CO. The product is [F:22][C:17]1[CH:16]=[C:15]([C:10]2([O:13][CH3:14])[CH2:11][CH2:12][NH:8][CH2:9]2)[CH:20]=[CH:19][C:18]=1[F:21]. The yield is 0.780. (3) The reactants are [CH2:1]([O:3][C:4]1[CH:5]=[C:6]([CH:12]([NH2:18])[CH2:13][S:14]([CH3:17])(=[O:16])=[O:15])[CH:7]=[CH:8][C:9]=1[O:10][CH3:11])[CH3:2].[C:19]([NH:22][C:23]1[CH:33]=[CH:32][CH:31]=[C:25]2[C:26]([O:28][C:29](=O)[C:24]=12)=[O:27])(=[O:21])[CH3:20]. The catalyst is C(O)(=O)C. The product is [CH2:1]([O:3][C:4]1[CH:5]=[C:6]([CH:12]([N:18]2[C:29](=[O:28])[C:24]3[C:25](=[CH:31][CH:32]=[CH:33][C:23]=3[NH:22][C:19](=[O:21])[CH3:20])[C:26]2=[O:27])[CH2:13][S:14]([CH3:17])(=[O:16])=[O:15])[CH:7]=[CH:8][C:9]=1[O:10][CH3:11])[CH3:2]. The yield is 0.590. (4) The reactants are [Br:1][C:2]1[CH:3]=[C:4]([O:11][CH:12]([CH3:14])[CH3:13])[C:5]([CH3:10])=[C:6]([CH:9]=1)[CH:7]=O.[CH3:15][O:16][CH:17]([O:20][CH3:21])[CH2:18][NH2:19].[BH3-]C#N.[Na+].CC(O)=O. The catalyst is CO. The product is [Br:1][C:2]1[CH:3]=[C:4]([O:11][CH:12]([CH3:14])[CH3:13])[C:5]([CH3:10])=[C:6]([CH:9]=1)[CH2:7][NH:19][CH2:18][CH:17]([O:20][CH3:21])[O:16][CH3:15]. The yield is 0.580. (5) The reactants are [O:1]1[CH2:6][CH:5]=[C:4]([C:7]2[CH:12]=[CH:11][C:10]([N:13]3[CH:18]=[C:17]([O:19][CH3:20])[C:16](=[O:21])[C:15]([C:22]4[N:26]([C:27]5[CH:32]=[CH:31][CH:30]=[CH:29][CH:28]=5)[N:25]=[CH:24][CH:23]=4)=[N:14]3)=[C:9]([F:33])[CH:8]=2)[CH2:3][CH2:2]1.C1COCC1. The catalyst is [Pd].CO. The product is [F:33][C:9]1[CH:8]=[C:7]([CH:4]2[CH2:3][CH2:2][O:1][CH2:6][CH2:5]2)[CH:12]=[CH:11][C:10]=1[N:13]1[CH:18]=[C:17]([O:19][CH3:20])[C:16](=[O:21])[C:15]([C:22]2[N:26]([C:27]3[CH:28]=[CH:29][CH:30]=[CH:31][CH:32]=3)[N:25]=[CH:24][CH:23]=2)=[N:14]1. The yield is 0.850. (6) The product is [C:20]([O:19][C:18]([NH:17][CH2:16][CH2:15][N:12]([CH3:13])[C@@H:7]([CH2:6][C:4]1[N:3]=[CH:2][NH:1][CH:5]=1)[C:8]([O:10][CH3:11])=[O:9])=[O:24])([CH3:23])([CH3:22])[CH3:21]. The yield is 0.610. The reactants are [NH:1]1[CH2:5][CH:4]([CH2:6][C@H:7]([NH:12][CH3:13])[C:8]([O:10][CH3:11])=[O:9])[NH:3][CH2:2]1.O=[CH:15][CH2:16][NH:17][C:18](=[O:24])[O:19][C:20]([CH3:23])([CH3:22])[CH3:21].C([O-])(=O)C.[Na+].C([BH3-])#N.[Na+].Cl.C(=O)([O-])O.[Na+]. The catalyst is CO.